Dataset: Forward reaction prediction with 1.9M reactions from USPTO patents (1976-2016). Task: Predict the product of the given reaction. Given the reactants [CH:1]1([CH:4]([C:11]2[CH:16]=[C:15]([CH2:17][O:18][C:19]3[CH:24]=[CH:23][C:22]([C:25]4[CH:30]=[C:29]([O:31][CH3:32])[CH:28]=[CH:27][C:26]=4[F:33])=[C:21]([CH2:34][C:35]([CH3:38])([CH3:37])[CH3:36])[N:20]=3)[N:14]=[CH:13][N:12]=2)[CH2:5][C:6]([O:8]CC)=[O:7])[CH2:3][CH2:2]1.[OH-].[Na+].Cl, predict the reaction product. The product is: [CH:1]1([CH:4]([C:11]2[CH:16]=[C:15]([CH2:17][O:18][C:19]3[CH:24]=[CH:23][C:22]([C:25]4[CH:30]=[C:29]([O:31][CH3:32])[CH:28]=[CH:27][C:26]=4[F:33])=[C:21]([CH2:34][C:35]([CH3:38])([CH3:37])[CH3:36])[N:20]=3)[N:14]=[CH:13][N:12]=2)[CH2:5][C:6]([OH:8])=[O:7])[CH2:2][CH2:3]1.